Dataset: Forward reaction prediction with 1.9M reactions from USPTO patents (1976-2016). Task: Predict the product of the given reaction. (1) The product is: [CH2:16]([C:15]1[CH2:14][CH:28]=1)[C:17]1[CH:26]=[CH:25][CH:24]=[CH:23][CH:22]=1. Given the reactants [N+]([CH2:14][CH2:15][CH2:16][CH3:17])([CH2:14][CH2:15][CH2:16][CH3:17])([CH2:14][CH2:15][CH2:16][CH3:17])[CH2:14][CH2:15][CH2:16][CH3:17].[F-].O.O.O.[CH3:22][CH2:23][CH2:24][CH2:25][CH3:26].O.[CH3:28]N(C=O)C, predict the reaction product. (2) Given the reactants [OH:1][CH:2]1[CH2:6][CH2:5][CH2:4][C:3]1([CH2:12][CH:13]([CH3:15])[CH3:14])[C:7]([O:9][CH2:10][CH3:11])=[O:8].C(Cl)Cl.[CH3:19][C:20]1[CH:21]=[C:22]([CH:26]=[CH:27][CH:28]=1)[C:23](Cl)=[O:24], predict the reaction product. The product is: [CH2:12]([C:3]1([C:7]([O:9][CH2:10][CH3:11])=[O:8])[CH2:4][CH2:5][CH2:6][CH:2]1[O:1][C:23](=[O:24])[C:22]1[CH:26]=[CH:27][CH:28]=[C:20]([CH3:19])[CH:21]=1)[CH:13]([CH3:14])[CH3:15]. (3) Given the reactants [CH3:1][O:2][C:3]1[CH:8]=[CH:7][CH:6]=[CH:5][C:4]=1[C:9]1[CH:17]=[C:16]2[C:12]([CH2:13][C:14](=[O:18])[NH:15]2)=[CH:11][CH:10]=1.[CH3:19][N:20]([CH3:40])[CH2:21][CH2:22][NH:23][C:24]([C:26]1[C:30]([C:31]2[CH:36]=[CH:35][CH:34]=[CH:33][CH:32]=2)=[C:29]([CH:37]=O)[NH:28][C:27]=1[CH3:39])=[O:25], predict the reaction product. The product is: [CH3:19][N:20]([CH3:40])[CH2:21][CH2:22][NH:23][C:24]([C:26]1[C:30]([C:31]2[CH:36]=[CH:35][CH:34]=[CH:33][CH:32]=2)=[C:29]([CH:37]=[C:13]2[C:12]3[C:16](=[CH:17][C:9]([C:4]4[CH:5]=[CH:6][CH:7]=[CH:8][C:3]=4[O:2][CH3:1])=[CH:10][CH:11]=3)[NH:15][C:14]2=[O:18])[NH:28][C:27]=1[CH3:39])=[O:25].